This data is from Full USPTO retrosynthesis dataset with 1.9M reactions from patents (1976-2016). The task is: Predict the reactants needed to synthesize the given product. (1) Given the product [CH3:6][C:3]([SH:2])([CH3:7])[CH2:4][NH:5][C:21]([C:17]1[C:16]([C:23]([OH:24])=[O:22])=[N:15][CH:20]=[CH:19][N:18]=1)=[O:25], predict the reactants needed to synthesize it. The reactants are: Cl.[SH:2][C:3]([CH3:7])([CH3:6])[CH2:4][NH2:5].C(N(CC)CC)C.[N:15]1[CH:20]=[CH:19][N:18]=[C:17]2[C:21](=[O:25])[O:22][C:23](=[O:24])[C:16]=12. (2) Given the product [CH:26]1([NH:29][C:20]([C:14]2[C:15](=[O:19])[NH:16][C:17]3[C:12]([C:13]=2[OH:25])=[N:11][CH:10]=[C:9]([CH2:8][C:5]2[CH:4]=[CH:3][C:2]([F:1])=[CH:7][CH:6]=2)[CH:18]=3)=[O:22])[CH2:28][CH2:27]1, predict the reactants needed to synthesize it. The reactants are: [F:1][C:2]1[CH:7]=[CH:6][C:5]([CH2:8][C:9]2[CH:18]=[C:17]3[C:12]([C:13]([OH:25])=[C:14]([C:20]([O:22]CC)=O)[C:15](=[O:19])[NH:16]3)=[N:11][CH:10]=2)=[CH:4][CH:3]=1.[CH:26]1([NH2:29])[CH2:28][CH2:27]1.